This data is from Retrosynthesis with 50K atom-mapped reactions and 10 reaction types from USPTO. The task is: Predict the reactants needed to synthesize the given product. (1) Given the product COc1ccc(NC(=O)C2CCCc3c(OCc4ccccc4)cccc32)cn1, predict the reactants needed to synthesize it. The reactants are: COc1ccc(N)cn1.O=C(O)C1CCCc2c(OCc3ccccc3)cccc21. (2) Given the product O=C1C(=Cc2cccnc2)N2CCC1CC2, predict the reactants needed to synthesize it. The reactants are: O=C1CN2CCC1CC2.O=Cc1cccnc1. (3) Given the product COc1ccc(-c2ccc3nnc(-c4ccccc4OC)n3c2)cc1N, predict the reactants needed to synthesize it. The reactants are: COc1ccccc1-c1nnc2ccc(-c3ccc(OC)c([N+](=O)[O-])c3)cn12. (4) Given the product COc1ccccc1SCc1ccc(C(=O)O)cc1, predict the reactants needed to synthesize it. The reactants are: COc1ccccc1S.O=C(O)c1ccc(CBr)cc1.